From a dataset of Full USPTO retrosynthesis dataset with 1.9M reactions from patents (1976-2016). Predict the reactants needed to synthesize the given product. Given the product [NH2:12][CH2:13][CH2:14][NH:15][C:16]([C:18]1[N:19]=[C:20]([N:23]2[CH2:24][CH:25]([S:27][C:28]3[C@H:29]([CH3:52])[C@@H:30]4[C@@H:47]([C@H:48]([OH:50])[CH3:49])[C:46](=[O:51])[N:31]4[C:32]=3[C:33]([OH:35])=[O:34])[CH2:26]2)[S:21][CH:22]=1)=[O:17], predict the reactants needed to synthesize it. The reactants are: [N+](C1C=CC(COC([NH:12][CH2:13][CH2:14][NH:15][C:16]([C:18]2[N:19]=[C:20]([N:23]3[CH2:26][CH:25]([S:27][C:28]4[C@H:29]([CH3:52])[C@@H:30]5[C@@H:47]([C@H:48]([OH:50])[CH3:49])[C:46](=[O:51])[N:31]5[C:32]=4[C:33]([O:35]CC4C=CC([N+]([O-])=O)=CC=4)=[O:34])[CH2:24]3)[S:21][CH:22]=2)=[O:17])=O)=CC=1)([O-])=O.